Dataset: Catalyst prediction with 721,799 reactions and 888 catalyst types from USPTO. Task: Predict which catalyst facilitates the given reaction. Reactant: [N:1]1[C:10]2[C:5](=[CH:6][CH:7]=[CH:8][CH:9]=2)[CH:4]=[C:3]([CH:11]=[O:12])[CH:2]=1.[BH4-].[Na+]. Product: [N:1]1[C:10]2[C:5](=[CH:6][CH:7]=[CH:8][CH:9]=2)[CH:4]=[C:3]([CH2:11][OH:12])[CH:2]=1. The catalyst class is: 8.